Predict which catalyst facilitates the given reaction. From a dataset of Catalyst prediction with 721,799 reactions and 888 catalyst types from USPTO. (1) Reactant: [CH2:1]([C:5]1([CH2:28][CH2:29][CH2:30][CH3:31])[NH:11][CH:10]([C:12]2[CH:17]=[CH:16][C:15]([OH:18])=[CH:14][CH:13]=2)[C:9]2[CH:19]=[C:20]([N:23]([CH3:25])[CH3:24])[CH:21]=[CH:22][C:8]=2[S:7](=[O:27])(=[O:26])[CH2:6]1)[CH2:2][CH2:3][CH3:4].C([O-])([O-])=O.[K+].[K+].[Cl:38][CH2:39][C:40]1[CH:45]=[CH:44][C:43]([CH2:46]Cl)=[CH:42][CH:41]=1. Product: [CH2:1]([C:5]1([CH2:28][CH2:29][CH2:30][CH3:31])[NH:11][CH:10]([C:12]2[CH:13]=[CH:14][C:15]([O:18][CH2:46][C:43]3[CH:44]=[CH:45][C:40]([CH2:39][Cl:38])=[CH:41][CH:42]=3)=[CH:16][CH:17]=2)[C:9]2[CH:19]=[C:20]([N:23]([CH3:25])[CH3:24])[CH:21]=[CH:22][C:8]=2[S:7](=[O:26])(=[O:27])[CH2:6]1)[CH2:2][CH2:3][CH3:4]. The catalyst class is: 21. (2) Reactant: [CH:1]([NH:4][CH2:5][C:6]1[CH:11]=[CH:10][CH:9]=[CH:8][CH:7]=1)([CH3:3])[CH3:2].CCN(CC)CC.[Br:19][CH2:20][C:21](Br)=[O:22]. Product: [CH2:5]([N:4]([CH:1]([CH3:3])[CH3:2])[C:21](=[O:22])[CH2:20][Br:19])[C:6]1[CH:11]=[CH:10][CH:9]=[CH:8][CH:7]=1. The catalyst class is: 373. (3) Reactant: [CH3:1][O:2][C:3]([C:5]1[CH:14]=[C:13]([O:15]C(=O)C)[C:12]2[C:7](=[CH:8][CH:9]=[C:10]([F:19])[CH:11]=2)[CH:6]=1)=[O:4].C[O-].[Na+].Cl. Product: [CH3:1][O:2][C:3]([C:5]1[CH:14]=[C:13]([OH:15])[C:12]2[C:7](=[CH:8][CH:9]=[C:10]([F:19])[CH:11]=2)[CH:6]=1)=[O:4]. The catalyst class is: 5. (4) Reactant: [NH2:1][C@H:2]([C:7]([OH:9])=[O:8])[CH2:3][CH:4]([CH3:6])[CH3:5].N.[CH:11](OC)=[O:12]. Product: [CH:11]([NH:1][C@H:2]([C:7]([OH:9])=[O:8])[CH2:3][CH:4]([CH3:6])[CH3:5])=[O:12]. The catalyst class is: 6. (5) Reactant: [CH:1]1([C@@H:4]([NH2:6])[CH3:5])[CH2:3][CH2:2]1.[Cl:7][C:8]1[CH:16]=[C:15]2[C:11]([C:12]([C:18]3[N:19]=[C:20]4[C:26]([C:27](O)=[O:28])=[CH:25][N:24]([CH2:30][O:31][CH2:32][CH2:33][Si:34]([CH3:37])([CH3:36])[CH3:35])[C:21]4=[N:22][CH:23]=3)=[N:13][N:14]2[CH3:17])=[CH:10][CH:9]=1.Cl.CN(C)CCCN=C=NCC. Product: [CH:1]1([C@@H:4]([NH:6][C:27]([C:26]2[C:20]3[C:21](=[N:22][CH:23]=[C:18]([C:12]4[C:11]5[C:15](=[CH:16][C:8]([Cl:7])=[CH:9][CH:10]=5)[N:14]([CH3:17])[N:13]=4)[N:19]=3)[N:24]([CH2:30][O:31][CH2:32][CH2:33][Si:34]([CH3:37])([CH3:36])[CH3:35])[CH:25]=2)=[O:28])[CH3:5])[CH2:3][CH2:2]1. The catalyst class is: 119. (6) Reactant: [CH:1]([C:3]1[CH:8]=[CH:7][C:6]([CH:9]=[CH:10][C:11]([O:13][CH3:14])=[O:12])=[CH:5][CH:4]=1)=O.[NH2:15][CH2:16][CH2:17][C:18]1[C:26]2[C:21](=[CH:22][CH:23]=[CH:24][CH:25]=2)[NH:20][CH:19]=1.[BH-](OC(C)=O)(OC(C)=O)OC(C)=O.[Na+].C([O-])([O-])=O.[K+].[K+]. Product: [NH:20]1[C:21]2[C:26](=[CH:25][CH:24]=[CH:23][CH:22]=2)[C:18]([CH2:17][CH2:16][NH:15][CH2:1][C:3]2[CH:8]=[CH:7][C:6]([CH:9]=[CH:10][C:11]([O:13][CH3:14])=[O:12])=[CH:5][CH:4]=2)=[CH:19]1. The catalyst class is: 26. (7) Reactant: [C:1]([C:3]1[CH:4]=[CH:5][C:6]([F:11])=[C:7]([CH:10]=1)[CH:8]=[O:9])#[N:2].OO.Cl([O-])=[O:15].[Na+]. Product: [C:1]([C:3]1[CH:4]=[CH:5][C:6]([F:11])=[C:7]([CH:10]=1)[C:8]([OH:15])=[O:9])#[N:2]. The catalyst class is: 192.